From a dataset of Forward reaction prediction with 1.9M reactions from USPTO patents (1976-2016). Predict the product of the given reaction. (1) Given the reactants [Cl:1][C:2]1[CH:11]=[CH:10][C:5]([C:6]([O:8][CH3:9])=[O:7])=[CH:4][C:3]=1[NH:12][C:13](=[O:23])[C:14]([NH:16][CH2:17][CH:18](OC)OC)=[O:15].FC(F)(F)C(O)=O, predict the reaction product. The product is: [Cl:1][C:2]1[CH:11]=[CH:10][C:5]([C:6]([O:8][CH3:9])=[O:7])=[CH:4][C:3]=1[N:12]1[CH:18]=[CH:17][NH:16][C:14](=[O:15])[C:13]1=[O:23]. (2) Given the reactants [CH3:1][C:2]1[C:3]([C:15]2[CH:20]=[CH:19][CH:18]=[CH:17][CH:16]=2)=[N:4][C:5]2[C:10]([C:11]=1[C:12]([OH:14])=[O:13])=[CH:9][CH:8]=[CH:7][CH:6]=2.[CH2:21]1[C:26](=[O:27])[N:25]([Br:28])[C:23](=[O:24])[CH2:22]1, predict the reaction product. The product is: [Br:28][CH2:1][C:2]1[C:3]([C:15]2[CH:20]=[CH:19][CH:18]=[CH:17][CH:16]=2)=[N:4][C:5]2[C:10]([C:11]=1[C:12]([OH:14])=[O:13])=[CH:9][CH:8]=[CH:7][CH:6]=2.[C:23]1(=[O:24])[NH:25][C:26](=[O:27])[CH2:21][CH2:22]1. (3) Given the reactants Br[C@H:2]1[C@H:6]([OH:7])[C@@H:5]([CH3:8])[O:4][C@H:3]1[N:9]1[CH:17]=[N:16][C:15]2[C:10]1=[N:11][C:12]([O:19][CH:20]1[CH2:24][CH2:23][CH2:22][CH2:21]1)=[N:13][C:14]=2[NH2:18].[CH2:25]([N:32]=C=O)[C:26]1[CH:31]=[CH:30][CH:29]=[CH:28][CH:27]=1.C(N(CC)CC)C.[H-].[Na+], predict the reaction product. The product is: [CH2:25]([NH:32][C@@H:2]1[C@H:6]([OH:7])[C@@H:5]([CH3:8])[O:4][C@H:3]1[N:9]1[CH:17]=[N:16][C:15]2[C:10]1=[N:11][C:12]([O:19][CH:20]1[CH2:24][CH2:23][CH2:22][CH2:21]1)=[N:13][C:14]=2[NH2:18])[C:26]1[CH:31]=[CH:30][CH:29]=[CH:28][CH:27]=1.